Dataset: Full USPTO retrosynthesis dataset with 1.9M reactions from patents (1976-2016). Task: Predict the reactants needed to synthesize the given product. (1) Given the product [CH3:30][C:12]1[C:13](=[O:29])[O:14][C:15]([C:18]2[O:19][C:20]3[CH:26]=[CH:25][C:24]([CH:27]=[C:35]4[C:34](=[O:36])[NH:33][C:32](=[O:37])[S:31]4)=[CH:23][C:21]=3[CH:22]=2)=[C:16]([CH3:17])[C:11]=1[OH:10], predict the reactants needed to synthesize it. The reactants are: N1CCCCC1.C([O:10][C:11]1[C:16]([CH3:17])=[C:15]([C:18]2[O:19][C:20]3[CH:26]=[CH:25][C:24]([CH:27]=O)=[CH:23][C:21]=3[CH:22]=2)[O:14][C:13](=[O:29])[C:12]=1[CH3:30])(=O)C.[S:31]1[CH2:35][C:34](=[O:36])[NH:33][C:32]1=[O:37].[OH-].[Na+]. (2) The reactants are: Cl[C:2]1[CH:7]=[CH:6][C:5]([N+:8]([O-:10])=[O:9])=[CH:4][C:3]=1[O:11][CH3:12].[CH3:13][C:14]1[N:15]=[CH:16][NH:17][CH:18]=1.[OH-].[K+]. Given the product [CH3:12][O:11][C:3]1[CH:4]=[C:5]([N+:8]([O-:10])=[O:9])[CH:6]=[CH:7][C:2]=1[N:17]1[CH:18]=[C:14]([CH3:13])[N:15]=[CH:16]1, predict the reactants needed to synthesize it.